Dataset: Forward reaction prediction with 1.9M reactions from USPTO patents (1976-2016). Task: Predict the product of the given reaction. Given the reactants N1C=CN=C1CN1C(=O)COC2N=C(C3C=CC(C4(N)CCC4)=CC=3)C(C3C=CC=CC=3)=CC1=2.C(OC(=O)[NH:41][C:42]1([C:46]2[CH:51]=[CH:50][C:49]([C:52]3[C:53]([C:70]4[CH:75]=[CH:74][CH:73]=[CH:72][CH:71]=4)=[CH:54][C:55]4[N:60]([CH2:61][C:62]5[CH:67]=[CH:66][CH:65]=[CH:64][N:63]=5)[C:59](=[O:68])[CH2:58][O:57][C:56]=4[N:69]=3)=[CH:48][CH:47]=2)[CH2:45][CH2:44][CH2:43]1)(C)(C)C, predict the reaction product. The product is: [NH2:41][C:42]1([C:46]2[CH:47]=[CH:48][C:49]([C:52]3[C:53]([C:70]4[CH:75]=[CH:74][CH:73]=[CH:72][CH:71]=4)=[CH:54][C:55]4[N:60]([CH2:61][C:62]5[CH:67]=[CH:66][CH:65]=[CH:64][N:63]=5)[C:59](=[O:68])[CH2:58][O:57][C:56]=4[N:69]=3)=[CH:50][CH:51]=2)[CH2:45][CH2:44][CH2:43]1.